From a dataset of Forward reaction prediction with 1.9M reactions from USPTO patents (1976-2016). Predict the product of the given reaction. (1) Given the reactants [C:1]([NH2:9])(=[NH:8])[C:2]1[CH:7]=[CH:6][CH:5]=[CH:4][CH:3]=1.C(O[CH:13]=[CH:14][C:15]#[N:16])C, predict the reaction product. The product is: [C:2]1([C:1]2[N:9]=[C:15]([NH2:16])[CH:14]=[CH:13][N:8]=2)[CH:7]=[CH:6][CH:5]=[CH:4][CH:3]=1. (2) The product is: [CH2:8]([O:47][CH:48]1[C@@H:52]2[CH:53]=[N:54][C:55]3[CH:62]=[CH:61][C:60]([O:63][CH3:64])=[CH:59][C:56]=3[C:57](=[O:58])[N:51]2[CH2:50][CH2:49]1)[CH2:9][CH2:10][CH2:11][CH2:12][CH2:13][CH2:14][O:15][CH:16]1[C@@H:20]2[CH:21]=[N:22][C:23]3[CH:30]=[CH:29][C:28]([O:31][CH3:32])=[CH:27][C:24]=3[C:25](=[O:26])[N:19]2[CH2:18][CH2:17]1. Given the reactants C(O)(C(F)(F)F)=O.[CH2:8]([O:47][CH:48]1[C@H:52]2[C@H:53](OC3CCCCO3)[N:54](C(OC(C)(C)C)=O)[C:55]3[CH:62]=[CH:61][C:60]([O:63][CH3:64])=[CH:59][C:56]=3[C:57](=[O:58])[N:51]2[CH2:50][CH2:49]1)[CH2:9][CH2:10][CH2:11][CH2:12][CH2:13][CH2:14][O:15][CH:16]1[C@H:20]2[C@H:21](OC3CCCCO3)[N:22](C(OC(C)(C)C)=O)[C:23]3[CH:30]=[CH:29][C:28]([O:31][CH3:32])=[CH:27][C:24]=3[C:25](=[O:26])[N:19]2[CH2:18][CH2:17]1.C([O-])(O)=O.[Na+], predict the reaction product. (3) Given the reactants [N:1]1[C:6]([C:7]([O:9]C)=O)=[CH:5][C:4]([C:11]([O:13][CH3:14])=[O:12])=[N:3][CH:2]=1.[F:15][C:16]1[CH:23]=[CH:22][C:19]([CH2:20][NH2:21])=[CH:18][C:17]=1[CH3:24], predict the reaction product. The product is: [F:15][C:16]1[CH:23]=[CH:22][C:19]([CH2:20][NH:21][C:7]([C:6]2[N:1]=[CH:2][N:3]=[C:4]([C:11]([O:13][CH3:14])=[O:12])[CH:5]=2)=[O:9])=[CH:18][C:17]=1[CH3:24]. (4) Given the reactants Cl.[F:2][C:3]1[CH:4]=[N:5][C:6]([C@@H:9]([NH2:11])[CH3:10])=[N:7][CH:8]=1.Cl[C:13]1[N:18]=[C:17]([NH:19][C:20]2[CH:24]=[C:23]([CH:25]3[CH2:27][CH2:26]3)[NH:22][N:21]=2)[C:16]([Cl:28])=[CH:15][N:14]=1.CCN(C(C)C)C(C)C, predict the reaction product. The product is: [Cl:28][C:16]1[C:17]([NH:19][C:20]2[CH:24]=[C:23]([CH:25]3[CH2:27][CH2:26]3)[NH:22][N:21]=2)=[N:18][C:13]([NH:11][C@H:9]([C:6]2[N:7]=[CH:8][C:3]([F:2])=[CH:4][N:5]=2)[CH3:10])=[N:14][CH:15]=1. (5) Given the reactants [F:1][C:2]([F:22])([F:21])[O:3][C:4]1[CH:9]=[CH:8][C:7]([N:10]2[CH2:14][CH2:13][C:12]3([CH2:19][CH2:18][NH:17][CH2:16][CH2:15]3)[C:11]2=[O:20])=[CH:6][CH:5]=1.O=C(Cl)[O:25][C:26](Cl)(Cl)Cl.[CH2:31]([NH:35][CH3:36])[CH:32]([CH3:34])[CH3:33], predict the reaction product. The product is: [CH2:31]([N:35]([CH3:36])[C:26]([N:17]1[CH2:16][CH2:15][C:12]2([C:11](=[O:20])[N:10]([C:7]3[CH:8]=[CH:9][C:4]([O:3][C:2]([F:1])([F:21])[F:22])=[CH:5][CH:6]=3)[CH2:14][CH2:13]2)[CH2:19][CH2:18]1)=[O:25])[CH:32]([CH3:34])[CH3:33]. (6) Given the reactants C1(P(C2C=CC=CC=2)C2C=CC=CC=2)C=CC=CC=1.C1COCC1.[F:25][C:26]1[CH:52]=[CH:51][C:29]([CH2:30][O:31][C:32]2[CH:37]=[CH:36][N:35]([C:38]3[CH:43]=[CH:42][C:41]([O:44][CH2:45][CH2:46][N:47]=[N+]=[N-])=[CH:40][CH:39]=3)[C:34](=[O:50])[CH:33]=2)=[CH:28][CH:27]=1.Cl, predict the reaction product. The product is: [F:25][C:26]1[CH:27]=[CH:28][C:29]([CH2:30][O:31][C:32]2[CH:37]=[CH:36][N:35]([C:38]3[CH:43]=[CH:42][C:41]([O:44][CH2:45][CH2:46][NH2:47])=[CH:40][CH:39]=3)[C:34](=[O:50])[CH:33]=2)=[CH:51][CH:52]=1. (7) Given the reactants C(N1C=CN=C1)(N1C=CN=C1)=O.[C:13]([O:17][C:18]([NH:20][C@H:21]1[C@@H:25]([CH3:26])[CH2:24][N:23]([C:27]2[C:35]([F:36])=[CH:34][C:30]([C:31]([OH:33])=O)=[C:29]([F:37])[C:28]=2[CH3:38])[CH2:22]1)=[O:19])([CH3:16])([CH3:15])[CH3:14].[C:39]([O:45][CH2:46][CH3:47])(=[O:44])[CH2:40]C([O-])=O.[K+].[Cl-].[Mg+2].[Cl-].C(N(CC)CC)C.C(O)(=O)CC(CC(O)=O)(C(O)=O)O, predict the reaction product. The product is: [C:13]([O:17][C:18]([NH:20][C@H:21]1[C@@H:25]([CH3:26])[CH2:24][N:23]([C:27]2[C:35]([F:36])=[CH:34][C:30]([C:31](=[O:33])[CH2:40][C:39]([O:45][CH2:46][CH3:47])=[O:44])=[C:29]([F:37])[C:28]=2[CH3:38])[CH2:22]1)=[O:19])([CH3:16])([CH3:15])[CH3:14]. (8) Given the reactants [H-].[Na+].O1CCOCC1.[C:9](#[N:11])[CH3:10].[CH3:12][S:13][C:14]1[CH:23]=[CH:22][C:17]([C:18](OC)=[O:19])=[CH:16][CH:15]=1, predict the reaction product. The product is: [CH3:12][S:13][C:14]1[CH:23]=[CH:22][C:17]([C:18](=[O:19])[CH2:10][C:9]#[N:11])=[CH:16][CH:15]=1.